The task is: Predict which catalyst facilitates the given reaction.. This data is from Catalyst prediction with 721,799 reactions and 888 catalyst types from USPTO. (1) Reactant: C[Al](C)C.[CH3:5][C:6]1[CH:7]=[CH:8][C:9]([NH2:12])=[N:10][CH:11]=1.[Si:13]([O:20][CH:21]1[CH2:24][N:23]([CH2:25][C@H:26]([OH:31])[C:27](OC)=[O:28])[CH2:22]1)([C:16]([CH3:19])([CH3:18])[CH3:17])([CH3:15])[CH3:14]. Product: [Si:13]([O:20][CH:21]1[CH2:24][N:23]([CH2:25][C@H:26]([OH:31])[C:27]([NH:12][C:9]2[CH:8]=[CH:7][C:6]([CH3:5])=[CH:11][N:10]=2)=[O:28])[CH2:22]1)([C:16]([CH3:19])([CH3:18])[CH3:17])([CH3:15])[CH3:14]. The catalyst class is: 11. (2) Reactant: [C:1]([C:8]1NC=CN=1)(C1NC=CN=1)=[O:2].[Br:13][C:14]1[CH:22]=[C:21]([O:23][CH3:24])[C:20]([O:25][CH2:26][C:27]2[CH:32]=[CH:31][C:30]([O:33][CH3:34])=[CH:29][CH:28]=2)=[CH:19][C:15]=1[C:16]([OH:18])=O.C([CH:37](C([O-])=O)[C:38]([O-])=[O:39])C.[K+].[K+].[Mg+2].[Cl-].[Cl-]. Product: [Br:13][C:14]1[CH:22]=[C:21]([O:23][CH3:24])[C:20]([O:25][CH2:26][C:27]2[CH:32]=[CH:31][C:30]([O:33][CH3:34])=[CH:29][CH:28]=2)=[CH:19][C:15]=1[C:16](=[O:18])[CH2:37][C:38]([O:2][CH2:1][CH3:8])=[O:39]. The catalyst class is: 1. (3) Reactant: [N-:1]=[N+:2]=[N-:3].[Na+].Br[CH2:6][CH2:7][CH2:8][CH2:9][CH2:10][CH2:11][CH2:12][CH2:13][CH2:14][CH2:15][OH:16].C(=O)([O-])O.[Na+]. Product: [N:1]([CH2:6][CH2:7][CH2:8][CH2:9][CH2:10][CH2:11][CH2:12][CH2:13][CH2:14][CH2:15][OH:16])=[N+:2]=[N-:3]. The catalyst class is: 35. (4) Reactant: CS(C)=O.[OH:5][CH2:6][CH2:7][C@H:8]([NH:15][C:16](=[O:25])[O:17][CH2:18][C:19]1[CH:24]=[CH:23][CH:22]=[CH:21][CH:20]=1)[C:9]1[CH:14]=[CH:13][CH:12]=[CH:11][CH:10]=1.C(N(CC)CC)C. Product: [O:5]=[CH:6][CH2:7][C@H:8]([NH:15][C:16](=[O:25])[O:17][CH2:18][C:19]1[CH:24]=[CH:23][CH:22]=[CH:21][CH:20]=1)[C:9]1[CH:14]=[CH:13][CH:12]=[CH:11][CH:10]=1. The catalyst class is: 426.